This data is from Forward reaction prediction with 1.9M reactions from USPTO patents (1976-2016). The task is: Predict the product of the given reaction. (1) Given the reactants O[CH:2]([CH:9]1[CH2:13][CH2:12][CH2:11][C:10]1=[O:14])[CH2:3][CH2:4][CH2:5][CH2:6][CH2:7][CH3:8].BrBr.CCCCCCCC, predict the reaction product. The product is: [CH2:2]([C:9]1[C:10](=[O:14])[CH2:11][CH2:12][CH:13]=1)[CH2:3][CH2:4][CH2:5][CH2:6][CH2:7][CH3:8]. (2) Given the reactants CON(C)[C:4]([C:6]1[S:7][C:8]([C:17]([F:20])([F:19])[F:18])=[C:9]2[CH2:14][C:13]([CH3:16])([CH3:15])[CH2:12][CH2:11][C:10]=12)=[O:5].[CH3:22][Li].Cl, predict the reaction product. The product is: [CH3:15][C:13]1([CH3:16])[CH2:12][CH2:11][C:10]2=[C:6]([C:4](=[O:5])[CH3:22])[S:7][C:8]([C:17]([F:20])([F:19])[F:18])=[C:9]2[CH2:14]1.